This data is from Forward reaction prediction with 1.9M reactions from USPTO patents (1976-2016). The task is: Predict the product of the given reaction. (1) Given the reactants [CH:1]([C:3]1[N:4]=[N:5][C:6]2[CH2:7][CH2:8][CH2:9][CH2:10][C:11]=2[CH:12]=1)=C.I([O-])(=O)(=O)=[O:14].[Na+], predict the reaction product. The product is: [N:5]1[C:6]2[CH2:7][CH2:8][CH2:9][CH2:10][C:11]=2[CH:12]=[C:3]([CH:1]=[O:14])[N:4]=1. (2) The product is: [CH:4]([C:3]1[CH:2]=[C:9]2[C:14](=[CH:13][CH:12]=1)[NH:6][CH:7]=[CH:8]2)=[CH2:5]. Given the reactants [Li][CH2:2][CH2:3][CH2:4][CH3:5].[NH:6]1[C:14]2[C:9](=CC(C=O)=[CH:12][CH:13]=2)[CH:8]=[CH:7]1, predict the reaction product. (3) Given the reactants [NH2:1][N:2]1[C:11]2[C:6](=[CH:7][CH:8]=[CH:9][CH:10]=2)[C:5]([OH:12])=[C:4]([C:13]2[NH:18][C:17]3[CH:19]=[CH:20][C:21]([O:23][CH2:24][C:25]4[CH:30]=[CH:29][CH:28]=[CH:27][CH:26]=4)=[CH:22][C:16]=3[S:15](=[O:32])(=[O:31])[N:14]=2)[C:3]1=[O:33].[CH:34](=O)[CH2:35][CH:36]([CH3:38])[CH3:37], predict the reaction product. The product is: [CH2:24]([O:23][C:21]1[CH:20]=[CH:19][C:17]2[NH:18][C:13]([C:4]3[C:3](=[O:33])[N:2](/[N:1]=[CH:34]/[CH2:35][CH:36]([CH3:38])[CH3:37])[C:11]4[C:6]([C:5]=3[OH:12])=[CH:7][CH:8]=[CH:9][CH:10]=4)=[N:14][S:15](=[O:32])(=[O:31])[C:16]=2[CH:22]=1)[C:25]1[CH:26]=[CH:27][CH:28]=[CH:29][CH:30]=1.